This data is from Catalyst prediction with 721,799 reactions and 888 catalyst types from USPTO. The task is: Predict which catalyst facilitates the given reaction. (1) Reactant: C(OC([N:8]1[CH2:13][CH2:12][CH:11]([C:14]2[C:19]([O:20][CH2:21][C@H:22]([N:25]([CH3:27])[CH3:26])[CH2:23][CH3:24])=[CH:18][CH:17]=[CH:16][N:15]=2)[CH2:10][CH2:9]1)=O)(C)(C)C.Cl. Product: [N:15]1[CH:16]=[CH:17][CH:18]=[C:19]([O:20][CH2:21][C@H:22]([N:25]([CH3:27])[CH3:26])[CH2:23][CH3:24])[C:14]=1[CH:11]1[CH2:10][CH2:9][NH:8][CH2:13][CH2:12]1. The catalyst class is: 169. (2) Reactant: Cl.[Br:2][C:3]1[CH:8]=[CH:7][C:6]([F:9])=[CH:5][C:4]=1[NH:10][NH2:11].[N:12]1[CH:17]=NC=N[CH:13]=1. Product: [Br:2][C:3]1[CH:8]=[CH:7][C:6]([F:9])=[CH:5][C:4]=1[N:10]1[CH:17]=[N:12][CH:13]=[N:11]1. The catalyst class is: 14. (3) Reactant: [Cl:1][C:2]1[C:10]([C:11]([C:14]#[N:15])([CH3:13])[CH3:12])=[CH:9][CH:8]=[CH:7][C:3]=1[C:4]([OH:6])=O.C(Cl)(=O)C(Cl)=O.[NH2:22][C:23]1[C:24]([F:46])=[CH:25][C:26]([Cl:45])=[C:27]([CH:44]=1)[O:28][C:29]1[N:34]=[C:33]2[S:35][C:36]([NH:38][C:39]([CH:41]3[CH2:43][CH2:42]3)=[O:40])=[N:37][C:32]2=[CH:31][CH:30]=1.C(=O)([O-])O.[Na+]. Product: [Cl:1][C:2]1[C:10]([C:11]([C:14]#[N:15])([CH3:13])[CH3:12])=[CH:9][CH:8]=[CH:7][C:3]=1[C:4]([NH:22][C:23]1[CH:44]=[C:27]([O:28][C:29]2[N:34]=[C:33]3[S:35][C:36]([NH:38][C:39]([CH:41]4[CH2:42][CH2:43]4)=[O:40])=[N:37][C:32]3=[CH:31][CH:30]=2)[C:26]([Cl:45])=[CH:25][C:24]=1[F:46])=[O:6]. The catalyst class is: 213. (4) Reactant: [Si]([O:8][CH2:9][CH2:10][N:11]1[CH:15]=[CH:14][N:13]=[C:12]1[C:16]([OH:20])([C:18]#[CH:19])[CH3:17])(C(C)(C)C)(C)C.CCCC[N+](CCCC)(CCCC)CCCC.[F-].[CH3:39][S:40](N1C=CN=C1)(=[O:42])=[O:41]. Product: [CH3:39][S:40]([O:8][CH2:9][CH2:10][N:11]1[CH:15]=[CH:14][N:13]=[C:12]1[C:16]([OH:20])([C:18]#[CH:19])[CH3:17])(=[O:42])=[O:41]. The catalyst class is: 1. (5) The catalyst class is: 2. Reactant: [CH3:1][C:2]1[CH:3]=[C:4]([N:16]=[C:17]([NH2:33])[N:18](C(OC(C)(C)C)=O)C(OC(C)(C)C)=O)[CH:5]=[CH:6][C:7]=1[N:8]1[CH2:13][C@@H:12]2[CH2:14][C@H:9]1[CH2:10][N:11]2[CH3:15].C(O)(C(F)(F)F)=O. Product: [CH3:1][C:2]1[CH:3]=[C:4]([NH:16][C:17]([NH2:33])=[NH:18])[CH:5]=[CH:6][C:7]=1[N:8]1[CH2:13][C@@H:12]2[CH2:14][C@H:9]1[CH2:10][N:11]2[CH3:15]. (6) Reactant: [CH3:1][C:2]1[CH:7]=[CH:6][C:5]([OH:8])=[CH:4][C:3]=1[O:9][CH3:10].C(=O)([O-])[O-].[K+].[K+].Cl[C:18]1[CH:23]=[CH:22][C:21]([N+:24]([O-:26])=[O:25])=[CH:20][N:19]=1. Product: [CH3:1][C:2]1[CH:7]=[CH:6][C:5]([O:8][C:18]2[CH:23]=[CH:22][C:21]([N+:24]([O-:26])=[O:25])=[CH:20][N:19]=2)=[CH:4][C:3]=1[O:9][CH3:10]. The catalyst class is: 9. (7) Reactant: Cl.[NH2:2][OH:3].[OH-].[Na+].[CH3:6][C:7]1[C:12]([CH:13]=O)=[C:11]([CH3:15])[CH:10]=[CH:9][N:8]=1. Product: [CH3:6][C:7]1[C:12]([CH:13]=[N:2][OH:3])=[C:11]([CH3:15])[CH:10]=[CH:9][N:8]=1. The catalyst class is: 97.